Dataset: Reaction yield outcomes from USPTO patents with 853,638 reactions. Task: Predict the reaction yield, written as a fraction of the theoretical maximum amount of product (1.0 means a 100% yield; for example, 0.34 means a 34% yield). (1) The reactants are N(C(C)C)C(C)C.[Li]CCCC.[CH3:13][O:14][C:15]1[CH:16]=[C:17]2[C:22](=[CH:23][C:24]=1[O:25][CH3:26])[C:21](=[O:27])[CH2:20][CH2:19][CH2:18]2.[Br:28][C:29]1[CH:30]=[N:31][CH:32]=[CH:33][C:34]=1[CH:35]=O.Cl. The catalyst is C1COCC1. The product is [Br:28][C:29]1[CH:30]=[N:31][CH:32]=[CH:33][C:34]=1/[CH:35]=[C:20]1/[C:21](=[O:27])[C:22]2[C:17]([CH2:18][CH2:19]/1)=[CH:16][C:15]([O:14][CH3:13])=[C:24]([O:25][CH3:26])[CH:23]=2. The yield is 0.800. (2) The reactants are CC1(C)C(C)(C)OB([C:9]2[CH:17]=[CH:16][CH:15]=[C:14]3[C:10]=2[CH:11]=[CH:12][N:13]3[Si:18]([CH:25]([CH3:27])[CH3:26])([CH:22]([CH3:24])[CH3:23])[CH:19]([CH3:21])[CH3:20])O1.[Br:29][C:30]1[CH:35]=[C:34]([O:36][CH2:37][C:38]2[CH:43]=[CH:42][C:41]([O:44][CH3:45])=[CH:40][CH:39]=2)[CH:33]=[C:32](I)[CH:31]=1.C(=O)([O-])[O-].[Na+].[Na+].CCOC(C)=O. The catalyst is C(O)C.C1(C)C=CC=CC=1.O.[Cl-].[Na+].O. The product is [Br:29][C:30]1[CH:31]=[C:32]([C:9]2[CH:17]=[CH:16][CH:15]=[C:14]3[C:10]=2[CH:11]=[CH:12][N:13]3[Si:18]([CH:25]([CH3:26])[CH3:27])([CH:22]([CH3:23])[CH3:24])[CH:19]([CH3:21])[CH3:20])[CH:33]=[C:34]([O:36][CH2:37][C:38]2[CH:39]=[CH:40][C:41]([O:44][CH3:45])=[CH:42][CH:43]=2)[CH:35]=1. The yield is 0.910. (3) The reactants are [NH2:1][C:2]1[CH:24]=[CH:23][C:5]([O:6][C:7]2[C:8]3[CH:15]=[C:14]([C:16]([N:18]4[CH2:22][CH2:21][CH2:20][CH2:19]4)=[O:17])[S:13][C:9]=3[N:10]=[CH:11][N:12]=2)=[C:4]([F:25])[CH:3]=1.CN(C)C(C1SC2C(=NC=CC=2OC2C=CC(N[C:47]([NH:49][C:50](=[O:58])[CH2:51][C:52]3[CH:57]=[CH:56][CH:55]=[CH:54][CH:53]=3)=[S:48])=CC=2F)C=1)=O. No catalyst specified. The product is [F:25][C:4]1[CH:3]=[C:2]([NH:1][C:47]([NH:49][C:50](=[O:58])[CH2:51][C:52]2[CH:53]=[CH:54][CH:55]=[CH:56][CH:57]=2)=[S:48])[CH:24]=[CH:23][C:5]=1[O:6][C:7]1[C:8]2[CH:15]=[C:14]([C:16]([N:18]3[CH2:22][CH2:21][CH2:20][CH2:19]3)=[O:17])[S:13][C:9]=2[N:10]=[CH:11][N:12]=1. The yield is 0.170. (4) The reactants are [NH2:1][CH:2]([CH3:13])[C:3]([N:5]1[CH2:10][CH2:9][S:8](=[O:12])(=[O:11])[CH2:7][CH2:6]1)=O. The catalyst is C1COCC1. The product is [O:12]=[S:8]1(=[O:11])[CH2:9][CH2:10][N:5]([CH2:3][C@@H:2]([NH2:1])[CH3:13])[CH2:6][CH2:7]1. The yield is 0.900. (5) The reactants are [CH:1]1[C:14]2[CH2:13][C:12]3[C:7](=[CH:8][CH:9]=[CH:10][CH:11]=3)[O:6][C:5]=2[CH:4]=[CH:3][CH:2]=1.O[C:16]1[CH:21]=[CH:20][C:19]([C:22]2[CH:27]=[CH:26][C:25](O)=[CH:24][CH:23]=2)=[CH:18][CH:17]=1.C1(P(C2C=CC=CC=2)C2C=CC=CC=2)C=CC=CC=1.O. The catalyst is CN(C)C(=O)C. The product is [CH:1]1[C:14]2[CH2:13][C:12]3[C:7](=[CH:8][CH:9]=[CH:10][CH:11]=3)[O:6][C:5]=2[CH:4]=[CH:3][CH:2]=1.[CH:17]1[C:18]2[C:27]3[C:22](=[CH:23][CH:24]=[CH:25][CH:26]=3)[C:19]=2[CH:20]=[CH:21][CH:16]=1. The yield is 0.810.